This data is from Reaction yield outcomes from USPTO patents with 853,638 reactions. The task is: Predict the reaction yield, written as a fraction of the theoretical maximum amount of product (1.0 means a 100% yield; for example, 0.34 means a 34% yield). (1) The reactants are [CH2:1]([O:11][C:12]1[CH:17]=[CH:16][C:15]([N:18]2[C:22]([CH3:23])=[CH:21][CH:20]=[C:19]2[C:24]2[CH:43]=[CH:42][C:27]([O:28][C@H:29]([CH2:35][C:36]3[CH:41]=[CH:40][CH:39]=[CH:38][CH:37]=3)[C:30]([O:32]CC)=[O:31])=[CH:26][CH:25]=2)=[CH:14][CH:13]=1)[CH2:2][CH2:3][CH2:4][CH2:5][CH2:6][CH2:7][CH2:8][CH2:9][CH3:10].[OH-].[K+].Cl. The catalyst is C1COCC1.CO. The product is [CH2:1]([O:11][C:12]1[CH:17]=[CH:16][C:15]([N:18]2[C:22]([CH3:23])=[CH:21][CH:20]=[C:19]2[C:24]2[CH:25]=[CH:26][C:27]([O:28][C@H:29]([CH2:35][C:36]3[CH:41]=[CH:40][CH:39]=[CH:38][CH:37]=3)[C:30]([OH:32])=[O:31])=[CH:42][CH:43]=2)=[CH:14][CH:13]=1)[CH2:2][CH2:3][CH2:4][CH2:5][CH2:6][CH2:7][CH2:8][CH2:9][CH3:10]. The yield is 0.920. (2) The reactants are [CH:1]1([C:4]([NH:6][C:7]2[N:8]=[C:9]3[CH:14]=[CH:13][C:12]([O:15][C:16]4[CH:17]=[C:18]([CH:22]=[CH:23][CH:24]=4)[C:19](O)=[O:20])=[N:11][N:10]3[CH:25]=2)=[O:5])[CH2:3][CH2:2]1.[CH3:26][N:27]1[C:31]([NH2:32])=[CH:30][C:29]([CH3:33])=[N:28]1.ON1C2C=CC=CC=2N=N1.Cl.C(N=C=NCCCN(C)C)C.C(N(CC)CC)C. The catalyst is CN(C)C=O. The product is [CH:1]1([C:4]([NH:6][C:7]2[N:8]=[C:9]3[CH:14]=[CH:13][C:12]([O:15][C:16]4[CH:17]=[C:18]([CH:22]=[CH:23][CH:24]=4)[C:19]([NH:32][C:31]4[N:27]([CH3:26])[N:28]=[C:29]([CH3:33])[CH:30]=4)=[O:20])=[N:11][N:10]3[CH:25]=2)=[O:5])[CH2:3][CH2:2]1. The yield is 0.750. (3) The reactants are [Cl:1][C:2]1[CH:3]=[CH:4][C:5]2[N:11]([CH2:12][C:13]([CH3:17])([CH3:16])[CH2:14][OH:15])[C:10](=[O:18])[C@@H:9]([CH2:19][C:20](O)=[O:21])[O:8][C@H:7]([C:23]3[CH:28]=[CH:27][CH:26]=[C:25]([O:29][CH3:30])[C:24]=3[O:31][CH3:32])[C:6]=2[CH:33]=1.Cl.[NH2:35][CH2:36][CH2:37][C:38]1[CH:47]=[CH:46][C:41]([C:42]([O:44][CH3:45])=[O:43])=[CH:40][CH:39]=1.P(C#N)(OCC)(OCC)=O.C(N(CC)CC)C. The catalyst is CN(C)C=O.C(OCC)(=O)C. The product is [Cl:1][C:2]1[CH:3]=[CH:4][C:5]2[N:11]([CH2:12][C:13]([CH3:16])([CH3:17])[CH2:14][OH:15])[C:10](=[O:18])[C@@H:9]([CH2:19][C:20]([NH:35][CH2:36][CH2:37][C:38]3[CH:47]=[CH:46][C:41]([C:42]([O:44][CH3:45])=[O:43])=[CH:40][CH:39]=3)=[O:21])[O:8][C@H:7]([C:23]3[CH:28]=[CH:27][CH:26]=[C:25]([O:29][CH3:30])[C:24]=3[O:31][CH3:32])[C:6]=2[CH:33]=1. The yield is 0.660. (4) The reactants are [N:1]1[CH:6]=[CH:5][CH:4]=[CH:3][C:2]=1[O:7][C:8]1[CH:15]=[CH:14][C:11]([CH:12]=O)=[CH:10][CH:9]=1.[N+:16]([CH3:19])([O-:18])=[O:17].C([O-])(=O)C.[NH4+].C(O)(=O)C. The catalyst is O. The product is [N+:16](/[CH:19]=[CH:12]/[C:11]1[CH:14]=[CH:15][C:8]([O:7][C:2]2[CH:3]=[CH:4][CH:5]=[CH:6][N:1]=2)=[CH:9][CH:10]=1)([O-:18])=[O:17]. The yield is 0.870. (5) The reactants are [H-].[Na+].[CH:3]1([N:6]2[CH:10]=[N:9][N:8]=[C:7]2[C:11]2[CH:12]=[C:13]([NH:17][C:18]([C:20]3[CH:25]=[C:24]([C:26]4[CH:27]=[N:28][C:29](F)=[CH:30][CH:31]=4)[CH:23]=[CH:22][N:21]=3)=[O:19])[CH:14]=[CH:15][CH:16]=2)[CH2:5][CH2:4]1.[CH:33]1([OH:37])[CH2:36][CH2:35][CH2:34]1. No catalyst specified. The product is [CH:33]1([O:37][C:29]2[N:28]=[CH:27][C:26]([C:24]3[CH:23]=[CH:22][N:21]=[C:20]([C:18]([NH:17][C:13]4[CH:14]=[CH:15][CH:16]=[C:11]([C:7]5[N:6]([CH:3]6[CH2:5][CH2:4]6)[CH:10]=[N:9][N:8]=5)[CH:12]=4)=[O:19])[CH:25]=3)=[CH:31][CH:30]=2)[CH2:36][CH2:35][CH2:34]1. The yield is 0.550. (6) The reactants are [CH3:1][O:2][C:3]([C:5]1([C:8]2[CH:13]=[CH:12][C:11]([O:14][CH3:15])=[CH:10][CH:9]=2)[CH2:7][CH2:6]1)=[O:4].[N+:16]([O-])([OH:18])=[O:17].Cl. The catalyst is CC(OC(C)=O)=O.CC(O)=O. The product is [CH3:1][O:2][C:3]([C:5]1([C:8]2[CH:9]=[CH:10][C:11]([O:14][CH3:15])=[C:12]([N+:16]([O-:18])=[O:17])[CH:13]=2)[CH2:6][CH2:7]1)=[O:4]. The yield is 0.980.